From a dataset of Reaction yield outcomes from USPTO patents with 853,638 reactions. Predict the reaction yield, written as a fraction of the theoretical maximum amount of product (1.0 means a 100% yield; for example, 0.34 means a 34% yield). (1) The reactants are Cl[C:2]1[CH:7]=[CH:6][N:5]2[N:8]=[CH:9][C:10]([CH:11]=[O:12])=[C:4]2[N:3]=1.[F:13][C:14]1[CH:19]=[CH:18][C:17]([F:20])=[CH:16][C:15]=1[CH:21]1[CH2:25][CH2:24][CH2:23][NH:22]1.[F-].[K+].O. The catalyst is CS(C)=O. The product is [F:13][C:14]1[CH:19]=[CH:18][C:17]([F:20])=[CH:16][C:15]=1[CH:21]1[CH2:25][CH2:24][CH2:23][N:22]1[C:2]1[CH:7]=[CH:6][N:5]2[N:8]=[CH:9][C:10]([CH:11]=[O:12])=[C:4]2[N:3]=1. The yield is 1.00. (2) The reactants are O.C1(C)C=CC(S(O)(=O)=O)=CC=1.[Cl:13][C:14]1[CH:30]=[CH:29][C:17]2[CH2:18][CH2:19][N:20]([C:23](=[O:28])[C:24]([F:27])([F:26])[F:25])[CH2:21][CH2:22][C:16]=2[C:15]=1[NH:31][CH2:32][C:33]([CH3:43])([CH3:42])[CH2:34][O:35]C1CCCCO1. The catalyst is CO. The product is [Cl:13][C:14]1[CH:30]=[CH:29][C:17]2[CH2:18][CH2:19][N:20]([C:23](=[O:28])[C:24]([F:26])([F:25])[F:27])[CH2:21][CH2:22][C:16]=2[C:15]=1[NH:31][CH2:32][C:33]([CH3:43])([CH3:42])[CH2:34][OH:35]. The yield is 0.790.